Dataset: Forward reaction prediction with 1.9M reactions from USPTO patents (1976-2016). Task: Predict the product of the given reaction. The product is: [CH3:22][N:21]([CH3:23])[S:20]([N:17]1[CH:18]=[CH:19][C:15]([C:13](=[O:14])[C:4]2[CH:5]=[CH:6][CH:7]=[C:2]([Cl:1])[CH:3]=2)=[N:16]1)(=[O:24])=[O:25]. Given the reactants [Cl:1][C:2]1[CH:3]=[C:4]([Mg]Br)[CH:5]=[CH:6][CH:7]=1.CON(C)[C:13]([C:15]1[CH:19]=[CH:18][N:17]([S:20](=[O:25])(=[O:24])[N:21]([CH3:23])[CH3:22])[N:16]=1)=[O:14], predict the reaction product.